Dataset: Full USPTO retrosynthesis dataset with 1.9M reactions from patents (1976-2016). Task: Predict the reactants needed to synthesize the given product. (1) Given the product [NH2:1][C:2]1[N:3]=[CH:4][C:5]([C:18]2[CH:19]=[C:20]([CH:45]=[CH:46][CH:47]=2)[C:21]([NH:23][CH:24]2[CH2:29][CH2:28][NH:27][C@@H:26]([C:37]([O:39][CH:40]3[CH2:44][CH2:43][CH2:42][CH2:41]3)=[O:38])[CH2:25]2)=[O:22])=[N:6][C:7]=1[NH:8][CH2:9][C:10]1[C:11]([Cl:17])=[CH:12][CH:13]=[CH:14][C:15]=1[Cl:16], predict the reactants needed to synthesize it. The reactants are: [NH2:1][C:2]1[N:3]=[CH:4][C:5]([C:18]2[CH:19]=[C:20]([CH:45]=[CH:46][CH:47]=2)[C:21]([NH:23][CH:24]2[CH2:29][CH2:28][N:27](C(OC(C)(C)C)=O)[C@@H:26]([C:37]([O:39][CH:40]3[CH2:44][CH2:43][CH2:42][CH2:41]3)=[O:38])[CH2:25]2)=[O:22])=[N:6][C:7]=1[NH:8][CH2:9][C:10]1[C:15]([Cl:16])=[CH:14][CH:13]=[CH:12][C:11]=1[Cl:17].Cl. (2) Given the product [C:1]([Si:5]([CH3:26])([CH3:27])[O:6][C@H:7]1[CH2:15][CH2:14][CH2:13][C@@:12]2([CH3:16])[C@H:8]1[CH2:9][CH2:10][C@@H:11]2[C:17](=[CH2:25])[CH2:18][CH2:19][CH2:20][C:21]([CH3:24])([O:23][Si:32]([CH3:39])([CH3:38])[CH3:31])[CH3:22])([CH3:4])([CH3:3])[CH3:2], predict the reactants needed to synthesize it. The reactants are: [C:1]([Si:5]([CH3:27])([CH3:26])[O:6][C@H:7]1[CH2:15][CH2:14][CH2:13][C@@:12]2([CH3:16])[C@H:8]1[CH2:9][CH2:10][C@@H:11]2[C:17](=[CH2:25])[CH2:18][CH2:19][CH2:20][C:21]([CH3:24])([OH:23])[CH3:22])([CH3:4])([CH3:3])[CH3:2].ClCCl.[CH3:31][Si:32]([CH3:39])([CH3:38])N1C=CN=C1. (3) Given the product [C:102]([O:101][C:99]([NH:98][CH:83]([C:84](=[O:85])[NH:86][CH2:87][CH:88]([OH:97])[CH:89]([OH:96])[CH:90]([OH:95])[CH:91]([OH:94])[CH2:92][OH:93])[CH2:82][CH2:81][CH2:80][CH2:79][NH:78][C:33]([CH2:32][CH2:31][CH2:30][O:29][C:28]1[C:27]([CH2:39][CH2:40][C:41]([O:43][CH3:44])=[O:42])=[C:26]([O:25][CH2:24][CH2:23][CH2:22][CH2:21][CH2:20][O:19][C:9]2[CH:8]=[C:7]([C:1]3[CH:2]=[CH:3][CH:4]=[CH:5][CH:6]=3)[CH:12]=[C:11]([C:63]3[CH:64]=[CH:65][CH:66]=[CH:67][CH:68]=3)[N:10]=2)[CH:38]=[CH:37][CH:36]=1)=[O:34])=[O:100])([CH3:105])([CH3:104])[CH3:103], predict the reactants needed to synthesize it. The reactants are: [C:1]1([C:7]2[CH:12]=[C:11](C3C=CC=CC=3)[N:10]=[C:9]([O:19][CH2:20][CH2:21][CH2:22][CH2:23][CH2:24][O:25][C:26]3[C:27]([CH2:39][CH2:40][C:41]([O:43][CH3:44])=[O:42])=[C:28]([CH:36]=[CH:37][CH:38]=3)[O:29][CH2:30][CH2:31][CH2:32][C:33](O)=[O:34])[CH:8]=2)[CH:6]=[CH:5][CH:4]=[CH:3][CH:2]=1.CCN(C(C)C)C(C)C.CN(C(ON1N=N[C:64]2[CH:65]=[CH:66][CH:67]=[CH:68][C:63]1=2)=[N+](C)C)C.F[P-](F)(F)(F)(F)F.[NH2:78][CH2:79][CH2:80][CH2:81][CH2:82][CH:83]([NH:98][C:99]([O:101][C:102]([CH3:105])([CH3:104])[CH3:103])=[O:100])[C:84]([NH:86][CH2:87][CH:88]([OH:97])[CH:89]([OH:96])[CH:90]([OH:95])[CH:91]([OH:94])[CH2:92][OH:93])=[O:85]. (4) Given the product [CH2:2]([N:9]([CH2:31][C@H:30]([OH:32])[CH2:29][O:22][C:23]1[CH:28]=[CH:27][CH:26]=[CH:25][CH:24]=1)[CH:10]1[CH2:16][CH2:15][CH2:14][C:13]2[CH:17]=[CH:18][C:19]([OH:21])=[CH:20][C:12]=2[CH2:11]1)[C:3]1[CH:4]=[CH:5][CH:6]=[CH:7][CH:8]=1, predict the reactants needed to synthesize it. The reactants are: Cl.[CH2:2]([NH:9][CH:10]1[CH2:16][CH2:15][CH2:14][C:13]2[CH:17]=[CH:18][C:19]([OH:21])=[CH:20][C:12]=2[CH2:11]1)[C:3]1[CH:8]=[CH:7][CH:6]=[CH:5][CH:4]=1.[O:22]([CH2:29][C@H:30]1[O:32][CH2:31]1)[C:23]1[CH:28]=[CH:27][CH:26]=[CH:25][CH:24]=1.FC(F)(F)S([O-])(=O)=O.[Yb+3].FC(F)(F)S([O-])(=O)=O.FC(F)(F)S([O-])(=O)=O.C(=O)(O)[O-].[Na+]. (5) Given the product [NH2:1][C:2]1[C:10]2[CH2:9][CH2:8][N:7]([C:11]3[CH:16]=[CH:15][C:14]([CH3:17])=[CH:13][CH:12]=3)[C:6](=[O:18])[C:5]=2[N:4]([C:19](=[O:22])[CH2:41][CH2:40][N:37]2[CH2:36][CH2:35][N:34]([CH2:33][C:32]3[CH:31]=[CH:30][C:29]([C:25]([CH3:26])([CH3:28])[CH3:27])=[CH:46][CH:45]=3)[CH2:39][CH2:38]2)[N:3]=1, predict the reactants needed to synthesize it. The reactants are: [NH2:1][C:2]1[C:10]2[CH2:9][CH2:8][N:7]([C:11]3[CH:16]=[CH:15][C:14]([CH3:17])=[CH:13][CH:12]=3)[C:6](=[O:18])[C:5]=2[NH:4][N:3]=1.[C:19](=[O:22])([O-])[O-].[K+].[K+].[C:25]([C:29]1[CH:46]=[CH:45][C:32]([CH2:33][N:34]2[CH2:39][CH2:38][N:37]([C:40](=O)[CH2:41]CCl)[CH2:36][CH2:35]2)=[CH:31][CH:30]=1)([CH3:28])([CH3:27])[CH3:26].